Dataset: Forward reaction prediction with 1.9M reactions from USPTO patents (1976-2016). Task: Predict the product of the given reaction. (1) Given the reactants FC(F)(F)C(O)=O.[CH3:8][N:9]1[C:13]2[CH:14]=[C:15]([O:27][C:28]3[CH:33]=[CH:32][CH:31]=[C:30]([O:34][CH2:35][CH2:36][CH3:37])[CH:29]=3)[C:16]([NH:18][S:19]([C:22]3[N:23]=[CH:24][NH:25][CH:26]=3)(=[O:21])=[O:20])=[CH:17][C:12]=2[N:11]([CH3:38])[C:10]1=[O:39].N1[CH:45]=[CH:44][CH:43]=CC=1.Br[CH2:47][CH:48]=[CH2:49], predict the reaction product. The product is: [CH2:49]([N:18]([C:16]1[C:15]([O:27][C:28]2[CH:33]=[CH:32][CH:31]=[C:30]([O:34][CH2:35][CH2:36][CH3:37])[CH:29]=2)=[CH:14][C:13]2[N:9]([CH3:8])[C:10](=[O:39])[N:11]([CH3:38])[C:12]=2[CH:17]=1)[S:19]([C:22]1[N:23]=[CH:24][N:25]([CH2:45][CH:44]=[CH2:43])[CH:26]=1)(=[O:20])=[O:21])[CH:48]=[CH2:47]. (2) Given the reactants C[Al](C)C.[NH:5]1[CH2:10][CH2:9][S:8][CH2:7][CH2:6]1.C[O:12][C:13](=O)[C:14]1[CH:19]=[CH:18][C:17]([O:20][CH2:21][C:22]2[C:23]([C:28]3[CH:33]=[CH:32][CH:31]=[C:30]([F:34])[CH:29]=3)=[N:24][O:25][C:26]=2[CH3:27])=[N:16][CH:15]=1.O, predict the reaction product. The product is: [F:34][C:30]1[CH:29]=[C:28]([C:23]2[C:22]([CH2:21][O:20][C:17]3[N:16]=[CH:15][C:14]([C:13]([N:5]4[CH2:10][CH2:9][S:8][CH2:7][CH2:6]4)=[O:12])=[CH:19][CH:18]=3)=[C:26]([CH3:27])[O:25][N:24]=2)[CH:33]=[CH:32][CH:31]=1.